From a dataset of Reaction yield outcomes from USPTO patents with 853,638 reactions. Predict the reaction yield, written as a fraction of the theoretical maximum amount of product (1.0 means a 100% yield; for example, 0.34 means a 34% yield). The catalyst is ClCCCl. The product is [CH2:36]([O:38][C:39](=[O:50])[C:40]#[C:41][C:43]1[CH:44]=[CH:45][C:46]([F:49])=[CH:47][CH:48]=1)[CH3:37]. The yield is 0.590. The reactants are C1(P(=O)(C2C=CC=CC=2)C2C=CC=CC=2)C=CC=CC=1.FC(F)(F)S(OS(C(F)(F)F)(=O)=O)(=O)=O.[CH2:36]([O:38][C:39](=[O:50])[CH2:40][C:41]([C:43]1[CH:48]=[CH:47][C:46]([F:49])=[CH:45][CH:44]=1)=O)[CH3:37].C(N(CC)CC)C.